From a dataset of Peptide-MHC class I binding affinity with 185,985 pairs from IEDB/IMGT. Regression. Given a peptide amino acid sequence and an MHC pseudo amino acid sequence, predict their binding affinity value. This is MHC class I binding data. (1) The peptide sequence is SAPVSEKIDMV. The MHC is Mamu-A01 with pseudo-sequence Mamu-A01. The binding affinity (normalized) is 0.253. (2) The peptide sequence is IGVITDFEL. The MHC is H-2-Kb with pseudo-sequence H-2-Kb. The binding affinity (normalized) is 0.208. (3) The MHC is HLA-A11:01 with pseudo-sequence HLA-A11:01. The binding affinity (normalized) is 0.677. The peptide sequence is LAMGIMMLK. (4) The MHC is HLA-A68:02 with pseudo-sequence HLA-A68:02. The peptide sequence is YVADALAAF. The binding affinity (normalized) is 0.585. (5) The peptide sequence is KYAEAFQMV. The MHC is HLA-C14:02 with pseudo-sequence HLA-C14:02. The binding affinity (normalized) is 0.609. (6) The peptide sequence is RRWRRLTVC. The MHC is HLA-B27:05 with pseudo-sequence HLA-B27:05. The binding affinity (normalized) is 0.936.